This data is from Reaction yield outcomes from USPTO patents with 853,638 reactions. The task is: Predict the reaction yield, written as a fraction of the theoretical maximum amount of product (1.0 means a 100% yield; for example, 0.34 means a 34% yield). (1) The reactants are [CH2:1]([N:3]1[CH2:8][CH2:7][N:6]([CH:9]2[CH2:14][CH2:13][N:12](C(OC(C)(C)C)=O)[CH2:11][CH2:10]2)[CH2:5][CH2:4]1)[CH3:2].CO.ClCCl.Cl. The catalyst is C(O)(C)C.O. The product is [CH2:1]([N:3]1[CH2:8][CH2:7][N:6]([CH:9]2[CH2:14][CH2:13][NH:12][CH2:11][CH2:10]2)[CH2:5][CH2:4]1)[CH3:2]. The yield is 0.870. (2) The reactants are [CH2:1]([O:3][C:4]([C:6]1[CH:7]([NH2:31])[C:8]2[C:13]([C:14]=1[C:15]1[CH:20]=[CH:19][CH:18]=[CH:17][CH:16]=1)=[CH:12][CH:11]=[C:10]([O:21][CH2:22][CH2:23][CH2:24][C:25]1[CH:30]=[CH:29][CH:28]=[CH:27][CH:26]=1)[CH:9]=2)=[O:5])[CH3:2].[C:32](Cl)(=[O:34])[CH3:33].C(N(CC)CC)C. The catalyst is ClCCl. The product is [CH2:1]([O:3][C:4]([C:6]1[CH:7]([NH:31][C:32](=[O:34])[CH3:33])[C:8]2[C:13]([C:14]=1[C:15]1[CH:20]=[CH:19][CH:18]=[CH:17][CH:16]=1)=[CH:12][CH:11]=[C:10]([O:21][CH2:22][CH2:23][CH2:24][C:25]1[CH:30]=[CH:29][CH:28]=[CH:27][CH:26]=1)[CH:9]=2)=[O:5])[CH3:2]. The yield is 0.450. (3) The reactants are [C:1](#[N:4])[CH:2]=[CH2:3].[OH-].[K+].[NH2:7][C:8]([CH2:13][OH:14])([CH2:11][OH:12])[CH2:9][OH:10].Cl. The catalyst is O1CCOCC1.O. The product is [NH2:7][C:8]([CH2:13][O:14][CH2:3][CH2:2][C:1]#[N:4])([CH2:11][O:12][CH2:3][CH2:2][C:1]#[N:4])[CH2:9][O:10][CH2:3][CH2:2][C:1]#[N:4]. The yield is 0.450. (4) The reactants are [CH2:1]([O:5][C:6]1[CH:10]=[C:9]([CH2:11][CH2:12][C:13]([O:15]CC)=[O:14])[N:8]([CH2:18][C:19]2[CH:24]=[CH:23][C:22]([C:25]([F:28])([F:27])[F:26])=[CH:21][C:20]=2[Cl:29])[N:7]=1)[CH2:2][CH2:3][CH3:4].[OH-].[Na+].O1CCCC1. The catalyst is C(O)C. The product is [CH2:1]([O:5][C:6]1[CH:10]=[C:9]([CH2:11][CH2:12][C:13]([OH:15])=[O:14])[N:8]([CH2:18][C:19]2[CH:24]=[CH:23][C:22]([C:25]([F:28])([F:27])[F:26])=[CH:21][C:20]=2[Cl:29])[N:7]=1)[CH2:2][CH2:3][CH3:4]. The yield is 0.800. (5) The reactants are C(=O)([O-])[O-].[K+].[K+].[C:7]([O:11][C:12]([N:14]1[CH2:18][CH2:17][CH2:16][CH:15]1[C:19]1[NH:23][C:22]2[CH:24]=[C:25]([C:28]#[C:29][Si](C)(C)C)[CH:26]=[CH:27][C:21]=2[N:20]=1)=[O:13])([CH3:10])([CH3:9])[CH3:8]. The catalyst is CO. The product is [C:7]([O:11][C:12]([N:14]1[CH2:18][CH2:17][CH2:16][CH:15]1[C:19]1[NH:23][C:22]2[CH:24]=[C:25]([C:28]#[CH:29])[CH:26]=[CH:27][C:21]=2[N:20]=1)=[O:13])([CH3:10])([CH3:9])[CH3:8]. The yield is 0.750. (6) The reactants are [CH3:1][O:2][C:3]1[CH:4]=[C:5]2[C:10](=[CH:11][C:12]=1[O:13][CH3:14])[N:9]=[CH:8][CH:7]=[C:6]2[O:15][C:16]1[C:22]([CH3:23])=[CH:21][C:19]([NH2:20])=[C:18]([CH3:24])[CH:17]=1.C1(C)C=CC=CC=1.C(N(CC)CC)C.Cl[C:40](Cl)([O:42][C:43](=[O:49])OC(Cl)(Cl)Cl)Cl.[CH3:51][C:52]1[CH:57]=[CH:56][C:55]([S:58][CH2:59][CH2:60]CO)=[CH:54][CH:53]=1. The catalyst is C(Cl)Cl. The product is [CH3:1][O:2][C:3]1[CH:4]=[C:5]2[C:10](=[CH:11][C:12]=1[O:13][CH3:14])[N:9]=[CH:8][CH:7]=[C:6]2[O:15][C:16]1[C:22]([CH3:23])=[CH:21][C:19]([NH:20][C:43](=[O:49])[O:42][CH2:40][CH2:60][CH2:59][S:58][C:55]2[CH:56]=[CH:57][C:52]([CH3:51])=[CH:53][CH:54]=2)=[C:18]([CH3:24])[CH:17]=1. The yield is 0.560. (7) The catalyst is C(=O)(OC)OC. The reactants are [NH:1]1[C:9]2[C:4](=[CH:5][C:6]([CH:10]=[O:11])=[CH:7][CH:8]=2)[CH:3]=[CH:2]1.N12CCN(CC1)C[CH2:13]2.CCOC(C)=O.O. The product is [CH3:13][N:1]1[C:9]2[C:4](=[CH:5][C:6]([CH:10]=[O:11])=[CH:7][CH:8]=2)[CH:3]=[CH:2]1. The yield is 0.460. (8) The reactants are [Cl:1][C:2]1[C:7]([C:8]2[C:9](=[O:31])[N:10]([CH:28]([CH3:30])[CH3:29])[C:11]3[C:16]([CH:17]=2)=[CH:15][N:14]=[C:13]([NH:18]CC2C=CC(OC)=CC=2)[CH:12]=3)=[CH:6][C:5]([NH:32][C:33]([NH:35][C:36]2[CH:41]=[CH:40][CH:39]=[C:38]([F:42])[CH:37]=2)=[O:34])=[C:4]([F:43])[CH:3]=1.C1(OC)C=CC=CC=1. The catalyst is C(O)(C(F)(F)F)=O. The product is [NH2:18][C:13]1[CH:12]=[C:11]2[C:16]([CH:17]=[C:8]([C:7]3[C:2]([Cl:1])=[CH:3][C:4]([F:43])=[C:5]([NH:32][C:33]([NH:35][C:36]4[CH:41]=[CH:40][CH:39]=[C:38]([F:42])[CH:37]=4)=[O:34])[CH:6]=3)[C:9](=[O:31])[N:10]2[CH:28]([CH3:30])[CH3:29])=[CH:15][N:14]=1. The yield is 0.930. (9) The reactants are [Cl:1][C:2]1[C:7]([C:8]([O:10]CC2C=CC=CC=2)=[O:9])=[C:6]([F:18])[C:5]([N:19](S(CCC)(=O)=O)[S:20]([CH2:23][CH2:24][CH3:25])(=[O:22])=[O:21])=[CH:4][CH:3]=1.Cl. The catalyst is C1COCC1.[OH-].[K+]. The product is [Cl:1][C:2]1[C:7]([C:8]([OH:10])=[O:9])=[C:6]([F:18])[C:5]([NH:19][S:20]([CH2:23][CH2:24][CH3:25])(=[O:21])=[O:22])=[CH:4][CH:3]=1. The yield is 0.680. (10) The reactants are [CH3:1][C:2]1([CH3:37])[CH2:11][CH2:10][C:9]([CH3:13])([CH3:12])[C:8]2[CH:7]=[C:6]([Se:14][C:15]#[C:16][C:17]3[CH:26]=[CH:25][C:20]([C:21]([O:23]C)=[O:22])=[CH:19][CH:18]=3)[CH:5]=[C:4]([O:27][CH2:28][C:29]3[CH:34]=[CH:33][C:32]([F:35])=[C:31]([F:36])[CH:30]=3)[C:3]1=2.[OH-].[Na+]. No catalyst specified. The product is [CH3:1][C:2]1([CH3:37])[CH2:11][CH2:10][C:9]([CH3:12])([CH3:13])[C:8]2[CH:7]=[C:6]([Se:14][C:15]#[C:16][C:17]3[CH:26]=[CH:25][C:20]([C:21]([OH:23])=[O:22])=[CH:19][CH:18]=3)[CH:5]=[C:4]([O:27][CH2:28][C:29]3[CH:34]=[CH:33][C:32]([F:35])=[C:31]([F:36])[CH:30]=3)[C:3]1=2. The yield is 0.610.